This data is from Drug-target binding data from BindingDB using Ki measurements. The task is: Regression. Given a target protein amino acid sequence and a drug SMILES string, predict the binding affinity score between them. We predict pKi (pKi = -log10(Ki in M); higher means stronger inhibition). Dataset: bindingdb_ki. (1) The compound is OB(O)c1ccc(Cl)cc1Cl. The target protein (P29599) has sequence AQSVPWGISRVQAPAAHNRGLTGSGVKVAVLDTGISTHPDLNIRGGASFVPGEPSTQDGNGHGTHVAGTIAALNNSIGVLGVAPSAELYAVKVLGADGRGAISSIAQGLEWAGNNGMHVANLSLGSPSPSATLEQAVNSATSRGVLVVAASGNSGASSISYPARYANAMAVGATDQNNNRASFSQYGAGLDIVAPGVNVQSTYPGSTYASLNGTSMATPHVAGAAALVKQKNPSWSNVQIRNHLKNTATSLGSTNLYGSGLVNAEAATR. The pKi is 4.7. (2) The drug is COC(=O)[C@H](c1ccccc1Cl)N1CCc2sccc2C1. The target protein (P20813) has sequence MELSVLLFLALLTGLLLLLVQRHPNTHDRLPPGPRPLPLLGNLLQMDRRGLLKSFLRFREKYGDVFTVHLGPRPVVMLCGVEAIREALVDKAEAFSGRGKIAMVDPFFRGYGVIFANGNRWKVLRRFSVTTMRDFGMGKRSVEERIQEEAQCLIEELRKSKGALMDPTFLFQSITANIICSIVFGKRFHYQDQEFLKMLNLFYQTFSLISSVFGQLFELFSGFLKYFPGAHRQVYKNLQEINAYIGHSVEKHRETLDPSAPKDLIDTYLLHMEKEKSNAHSEFSHQNLNLNTLSLFFAGTETTSTTLRYGFLLMLKYPHVAERVYREIEQVIGPHRPPELHDRAKMPYTEAVIYEIQRFSDLLPMGVPHIVTQHTSFRGYIIPKDTEVFLILSTALHDPHYFEKPDAFNPDHFLDANGALKKTEAFIPFSLGKRICLGEGIARAELFLFFTTILQNFSMASPVAPEDIDLTPQECGVGKIPPTYQIRFLPR. The pKi is 6.3.